From a dataset of Reaction yield outcomes from USPTO patents with 853,638 reactions. Predict the reaction yield, written as a fraction of the theoretical maximum amount of product (1.0 means a 100% yield; for example, 0.34 means a 34% yield). (1) The reactants are [NH2:1][C:2]1[CH:6]=[C:5]([C:7]#[C:8][C:9]([CH3:12])([CH3:11])[CH3:10])[S:4][C:3]=1[C:13]([O:15][CH3:16])=[O:14].CO[C:19]([CH3:21])=[CH2:20].C(O[BH-](OC(=O)C)OC(=O)C)(=O)C.[Na+].C(=O)(O)[O-].[Na+]. The catalyst is ClCCl.CCOC(C)=O.C(O)(=O)C. The product is [CH3:10][C:9]([CH3:11])([CH3:12])[C:8]#[C:7][C:5]1[S:4][C:3]([C:13]([O:15][CH3:16])=[O:14])=[C:2]([NH:1][CH:19]([CH3:21])[CH3:20])[CH:6]=1. The yield is 0.920. (2) The product is [Br:1][C:2]1[CH:3]=[CH:4][C:5]([NH:8][CH2:14][CH2:15][O:16][CH3:17])=[N:6][CH:7]=1. The catalyst is CN(C=O)C. The reactants are [Br:1][C:2]1[CH:3]=[CH:4][C:5]([NH2:8])=[N:6][CH:7]=1.[H-].[Na+].[H][H].Cl[CH2:14][CH2:15][O:16][CH3:17]. The yield is 0.530. (3) The reactants are [O:1]1[CH:5]=[CH:4][CH:3]=[C:2]1[C:6]1[N:7]=[C:8]([NH:17][C:18]([C:20]2[CH:25]=[CH:24][N:23]=[CH:22][CH:21]=2)=[O:19])[S:9][C:10]=1[C:11](=[O:16])N(OC)C.C(OCC)C.[C:31]1([Mg]Br)[CH:36]=[CH:35][CH:34]=[CH:33][CH:32]=1.[Cl-].[NH4+]. The catalyst is C1COCC1. The product is [C:11]([C:10]1[S:9][C:8]([NH:17][C:18]([C:20]2[CH:21]=[CH:22][N:23]=[CH:24][CH:25]=2)=[O:19])=[N:7][C:6]=1[C:2]1[O:1][CH:5]=[CH:4][CH:3]=1)(=[O:16])[C:31]1[CH:36]=[CH:35][CH:34]=[CH:33][CH:32]=1. The yield is 0.590. (4) The reactants are [Cl:1][C:2]1[CH:3]=[C:4]2[C:9](=[CH:10][C:11]=1[O:12][C:13]1[CH:18]=[CH:17][C:16]([C:19](=[O:36])[NH:20][CH2:21][CH2:22][C:23]3[CH:28]=[CH:27][CH:26]=[C:25]([O:29][C:30]4[CH:35]=[CH:34][CH:33]=[CH:32][CH:31]=4)[CH:24]=3)=[CH:15][CH:14]=1)[O:8][CH2:7][CH2:6][CH:5]2[C:37]([O:39]CC)=[O:38].[OH-].[Na+].C1COCC1.Cl. The catalyst is C(OCC)(=O)C.C(O)C. The product is [Cl:1][C:2]1[CH:3]=[C:4]2[C:9](=[CH:10][C:11]=1[O:12][C:13]1[CH:14]=[CH:15][C:16]([C:19](=[O:36])[NH:20][CH2:21][CH2:22][C:23]3[CH:28]=[CH:27][CH:26]=[C:25]([O:29][C:30]4[CH:31]=[CH:32][CH:33]=[CH:34][CH:35]=4)[CH:24]=3)=[CH:17][CH:18]=1)[O:8][CH2:7][CH2:6][CH:5]2[C:37]([OH:39])=[O:38]. The yield is 0.828. (5) The product is [CH3:1][O:2][C:3]1[CH:4]=[CH:5][C:6]([CH2:7][N:8]2[CH:12]=[C:11]([C:13]3[N:14]=[C:15]([O:18][C:23]4[N:28]=[CH:27][CH:26]=[CH:25][N:24]=4)[S:16][CH:17]=3)[C:10]([CH3:19])=[N:9]2)=[CH:20][CH:21]=1. The yield is 0.180. The catalyst is CN(C=O)C.CCOC(C)=O.[Cu]. The reactants are [CH3:1][O:2][C:3]1[CH:21]=[CH:20][C:6]([CH2:7][N:8]2[CH:12]=[C:11]([C:13]3[N:14]=[C:15]([OH:18])[S:16][CH:17]=3)[C:10]([CH3:19])=[N:9]2)=[CH:5][CH:4]=1.Cl[C:23]1[N:28]=[CH:27][CH:26]=[CH:25][N:24]=1.C(=O)([O-])[O-].[Cs+].[Cs+]. (6) The reactants are F.F.F.C(N(CC)CC)C.[Si]([O:28][CH2:29][C@H:30]1[O:34][C@@H:33]([N:35]2[CH:42]=[C:41]([CH3:43])[C:39](=[O:40])[NH:38][C:36]2=[O:37])[C@H:32]([O:44][CH2:45][CH2:46][O:47][N:48]([CH3:50])[CH3:49])[C@@H:31]1[OH:51])(C(C)(C)C)(C1C=CC=CC=1)C1C=CC=CC=1.CO. The catalyst is C1COCC1.C(Cl)Cl. The product is [CH3:49][N:48]([CH3:50])[O:47][CH2:46][CH2:45][O:44][C@@H:32]1[C@H:31]([OH:51])[C@@H:30]([CH2:29][OH:28])[O:34][C@H:33]1[N:35]1[CH:42]=[C:41]([CH3:43])[C:39](=[O:40])[NH:38][C:36]1=[O:37]. The yield is 0.925. (7) The reactants are C([O:3][C:4](=[O:36])[CH2:5][O:6][C:7]1[CH:12]=[CH:11][CH:10]=[C:9]([CH2:13][CH2:14][N:15]([CH2:29][CH2:30][CH2:31][CH2:32][CH2:33][CH2:34][CH3:35])[C:16]([NH:18][C:19]2[CH:24]=[CH:23][C:22]([O:25][CH3:26])=[CH:21][C:20]=2[O:27][CH3:28])=[O:17])[CH:8]=1)C.C(=O)([O-])[O-].[K+].[K+].CO. The catalyst is O. The product is [CH3:28][O:27][C:20]1[CH:21]=[C:22]([O:25][CH3:26])[CH:23]=[CH:24][C:19]=1[NH:18][C:16](=[O:17])[N:15]([CH2:14][CH2:13][C:9]1[CH:8]=[C:7]([CH:12]=[CH:11][CH:10]=1)[O:6][CH2:5][C:4]([OH:36])=[O:3])[CH2:29][CH2:30][CH2:31][CH2:32][CH2:33][CH2:34][CH3:35]. The yield is 0.900. (8) The reactants are [CH3:1][O:2][C:3]([C:5]1[CH:10]=[CH:9][C:8]([NH:11][C:12]2([C:36]#[N:37])[CH2:17][CH2:16][N:15]([C:18]3[CH:23]=[CH:22][C:21]([N:24]4[CH2:28][C@H:27]([CH2:29][NH:30][C:31](=O)[CH3:32])[O:26][C:25]4=[O:34])=[CH:20][C:19]=3[F:35])[CH2:14][CH2:13]2)=[CH:7][CH:6]=1)=[O:4].COC1C=CC(P2(SP(C3C=CC(OC)=CC=3)(=S)S2)=[S:47])=CC=1. No catalyst specified. The product is [CH3:1][O:2][C:3]([C:5]1[CH:10]=[CH:9][C:8]([NH:11][C:12]2([C:36]#[N:37])[CH2:17][CH2:16][N:15]([C:18]3[CH:23]=[CH:22][C:21]([N:24]4[CH2:28][C@H:27]([CH2:29][NH:30][C:31](=[S:47])[CH3:32])[O:26][C:25]4=[O:34])=[CH:20][C:19]=3[F:35])[CH2:14][CH2:13]2)=[CH:7][CH:6]=1)=[O:4]. The yield is 0.610. (9) The reactants are Cl[C:2]1[CH:11]=[CH:10][N:9]=[C:8]2[C:3]=1[CH:4]=[CH:5][C:6]([C:12]([F:15])([F:14])[F:13])=[N:7]2.CC1(C)COB([C:23]2[CH:24]=[CH:25][C:26]([F:38])=[C:27]([C:29]3[C:30]([C:36]#[N:37])=[CH:31][C:32]([F:35])=[CH:33][CH:34]=3)[CH:28]=2)OC1. No catalyst specified. The product is [F:35][C:32]1[CH:31]=[C:30]([C:36]#[N:37])[C:29]([C:27]2[CH:28]=[C:23]([C:2]3[C:3]4[C:8](=[N:7][C:6]([C:12]([F:15])([F:14])[F:13])=[CH:5][CH:4]=4)[N:9]=[CH:10][CH:11]=3)[CH:24]=[CH:25][C:26]=2[F:38])=[CH:34][CH:33]=1. The yield is 0.140.